The task is: Regression. Given two drug SMILES strings and cell line genomic features, predict the synergy score measuring deviation from expected non-interaction effect.. This data is from NCI-60 drug combinations with 297,098 pairs across 59 cell lines. (1) Drug 1: CCN(CC)CCCC(C)NC1=C2C=C(C=CC2=NC3=C1C=CC(=C3)Cl)OC. Drug 2: CCC1(C2=C(COC1=O)C(=O)N3CC4=CC5=C(C=CC(=C5CN(C)C)O)N=C4C3=C2)O.Cl. Cell line: SF-268. Synergy scores: CSS=35.2, Synergy_ZIP=-8.92, Synergy_Bliss=-3.40, Synergy_Loewe=-5.16, Synergy_HSA=-1.55. (2) Drug 1: C1CCC(C1)C(CC#N)N2C=C(C=N2)C3=C4C=CNC4=NC=N3. Drug 2: CC(C)NC(=O)C1=CC=C(C=C1)CNNC.Cl. Cell line: NCI-H460. Synergy scores: CSS=10.0, Synergy_ZIP=0.818, Synergy_Bliss=5.62, Synergy_Loewe=1.10, Synergy_HSA=1.70. (3) Drug 1: C1=NC2=C(N1)C(=S)N=CN2. Drug 2: CC(C)NC(=O)C1=CC=C(C=C1)CNNC.Cl. Cell line: SF-539. Synergy scores: CSS=16.6, Synergy_ZIP=2.84, Synergy_Bliss=5.75, Synergy_Loewe=-32.6, Synergy_HSA=-0.0791. (4) Drug 1: CC(C)CN1C=NC2=C1C3=CC=CC=C3N=C2N. Drug 2: C1C(C(OC1N2C=NC(=NC2=O)N)CO)O. Cell line: NCI-H226. Synergy scores: CSS=-4.33, Synergy_ZIP=4.05, Synergy_Bliss=0.969, Synergy_Loewe=-6.52, Synergy_HSA=-7.16.